From a dataset of Reaction yield outcomes from USPTO patents with 853,638 reactions. Predict the reaction yield, written as a fraction of the theoretical maximum amount of product (1.0 means a 100% yield; for example, 0.34 means a 34% yield). The reactants are O1CCCCC1[O:7][NH:8][C:9]([C:11]1[CH:12]=[N:13][C:14]([N:17]2[CH2:22][CH:21]3[CH:19]([CH:20]3[N:23]([S:31]([C:34]3[CH:43]=[CH:42][C:41]4[C:36](=[CH:37][CH:38]=[CH:39][CH:40]=4)[CH:35]=3)(=[O:33])=[O:32])[CH2:24][CH2:25][N:26]3[CH2:30][CH2:29][CH2:28][CH2:27]3)[CH2:18]2)=[N:15][CH:16]=1)=[O:10].C(O)(C(F)(F)F)=O.C(Cl)Cl. The catalyst is CO. The product is [OH:7][NH:8][C:9]([C:11]1[CH:16]=[N:15][C:14]([N:17]2[CH2:22][CH:21]3[CH:19]([CH:20]3[N:23]([S:31]([C:34]3[CH:43]=[CH:42][C:41]4[C:36](=[CH:37][CH:38]=[CH:39][CH:40]=4)[CH:35]=3)(=[O:33])=[O:32])[CH2:24][CH2:25][N:26]3[CH2:30][CH2:29][CH2:28][CH2:27]3)[CH2:18]2)=[N:13][CH:12]=1)=[O:10]. The yield is 0.300.